From a dataset of Forward reaction prediction with 1.9M reactions from USPTO patents (1976-2016). Predict the product of the given reaction. Given the reactants [CH3:1][O:2][C:3]1[CH:8]=[CH:7][C:6]([NH:9][CH:10]2[CH2:15][CH2:14][N:13]([CH2:16][C:17]3[CH:22]=[CH:21][N:20]=[C:19]([C:23]4[CH:28]=[C:27]([O:29][CH3:30])[C:26]([O:31][CH3:32])=[C:25]([O:33][CH3:34])[CH:24]=4)[CH:18]=3)[CH2:12][CH2:11]2)=[CH:5][CH:4]=1.[Cl:35][CH2:36][C:37]1[CH:38]=[N:39][CH:40]=[C:41]([C:43]2[CH:48]=[C:47]([O:49][CH3:50])[C:46]([O:51][CH3:52])=[C:45]([O:53][CH3:54])[CH:44]=2)[CH:42]=1, predict the reaction product. The product is: [ClH:35].[ClH:35].[ClH:35].[CH3:1][O:2][C:3]1[CH:8]=[CH:7][C:6]([N:9]([CH:10]2[CH2:11][CH2:12][N:13]([CH2:16][C:17]3[CH:22]=[CH:21][N:20]=[C:19]([C:23]4[CH:24]=[C:25]([O:33][CH3:34])[C:26]([O:31][CH3:32])=[C:27]([O:29][CH3:30])[CH:28]=4)[CH:18]=3)[CH2:14][CH2:15]2)[CH2:36][C:37]2[CH:38]=[N:39][CH:40]=[C:41]([C:43]3[CH:48]=[C:47]([O:49][CH3:50])[C:46]([O:51][CH3:52])=[C:45]([O:53][CH3:54])[CH:44]=3)[CH:42]=2)=[CH:5][CH:4]=1.